From a dataset of Reaction yield outcomes from USPTO patents with 853,638 reactions. Predict the reaction yield, written as a fraction of the theoretical maximum amount of product (1.0 means a 100% yield; for example, 0.34 means a 34% yield). (1) The reactants are [CH3:1][C:2]1[NH:3][CH:4]=[C:5]([C:7]([OH:9])=O)[N:6]=1.F[P-](F)(F)(F)(F)F.N1(OC(N(C)C)=[N+](C)C)C2C=CC=CC=2N=N1.Cl.CN(C)CCCN=C=NCC.CCN(C(C)C)C(C)C.[NH2:55][C@@H:56]([CH3:72])[CH2:57][N:58]1[CH:62]=[CH:61][C:60]([C:63]2[CH:70]=[CH:69][C:66]([C:67]#[N:68])=[C:65]([Cl:71])[CH:64]=2)=[N:59]1. The catalyst is CN(C)C=O.O. The product is [Cl:71][C:65]1[CH:64]=[C:63]([C:60]2[CH:61]=[CH:62][N:58]([CH2:57][C@@H:56]([NH:55][C:7]([C:5]3[N:6]=[C:2]([CH3:1])[NH:3][CH:4]=3)=[O:9])[CH3:72])[N:59]=2)[CH:70]=[CH:69][C:66]=1[C:67]#[N:68]. The yield is 0.716. (2) The reactants are Br[C:2]1[CH:11]=[CH:10][C:5]([C:6]([O:8][CH3:9])=[O:7])=[C:4]([O:12][CH3:13])[CH:3]=1.[CH3:14][C:15]([CH3:19])([CH3:18])[C:16]#[CH:17]. The catalyst is CCN(CC)CC.[Cu]I.Cl[Pd](Cl)([P](C1C=CC=CC=1)(C1C=CC=CC=1)C1C=CC=CC=1)[P](C1C=CC=CC=1)(C1C=CC=CC=1)C1C=CC=CC=1. The product is [CH3:13][O:12][C:4]1[CH:3]=[C:2]([C:17]#[C:16][C:15]([CH3:19])([CH3:18])[CH3:14])[CH:11]=[CH:10][C:5]=1[C:6]([O:8][CH3:9])=[O:7]. The yield is 0.910. (3) The reactants are [OH:1][C:2]1[C:3]([N+:8]([O-:10])=[O:9])=[N:4][CH:5]=[CH:6][CH:7]=1.C[O-].[Na+].[Br:14]Br. The catalyst is CO. The product is [Br:14][C:5]1[CH:6]=[CH:7][C:2]([OH:1])=[C:3]([N+:8]([O-:10])=[O:9])[N:4]=1. The yield is 0.960.